From a dataset of Full USPTO retrosynthesis dataset with 1.9M reactions from patents (1976-2016). Predict the reactants needed to synthesize the given product. (1) The reactants are: [O:1]([C:8]1[CH:13]=[CH:12][C:11]([C:14]2[C:22]3[C:17](=[N:18][CH:19]=[N:20][C:21]=3[NH2:23])[N:16]([CH:24]3[CH2:29][CH2:28][NH:27][CH2:26][CH2:25]3)[N:15]=2)=[CH:10][CH:9]=1)[C:2]1[CH:7]=[CH:6][CH:5]=[CH:4][CH:3]=1.C(=O)([O-])[O-].[K+].[K+].Cl[CH2:37][C:38](Cl)=[O:39].[CH2:41]([CH2:43][NH2:44])[OH:42]. Given the product [NH2:23][C:21]1[N:20]=[CH:19][N:18]=[C:17]2[N:16]([CH:24]3[CH2:29][CH2:28][N:27]([C:38](=[O:39])[CH2:37][NH:44][CH2:43][CH2:41][OH:42])[CH2:26][CH2:25]3)[N:15]=[C:14]([C:11]3[CH:10]=[CH:9][C:8]([O:1][C:2]4[CH:7]=[CH:6][CH:5]=[CH:4][CH:3]=4)=[CH:13][CH:12]=3)[C:22]=12, predict the reactants needed to synthesize it. (2) Given the product [C:15]([O:14][C@@H:12]([C:8]1[CH:7]=[CH:6][C:5]2[C:10](=[CH:11][C:2](/[CH:31]=[CH:30]/[C:26]([CH:24]([O:23][Si:22]([C:18]([CH3:19])([CH3:21])[CH3:20])([CH3:33])[CH3:34])[CH3:25])([CH3:32])[C:27]([OH:29])=[O:28])=[CH:3][CH:4]=2)[N:9]=1)[CH3:13])(=[O:17])[CH3:16], predict the reactants needed to synthesize it. The reactants are: Br[C:2]1[CH:11]=[C:10]2[C:5]([CH:6]=[CH:7][C:8]([C@H:12]([O:14][C:15](=[O:17])[CH3:16])[CH3:13])=[N:9]2)=[CH:4][CH:3]=1.[C:18]([Si:22]([CH3:34])([CH3:33])[O:23][CH:24]([C:26]([CH3:32])([CH:30]=[CH2:31])[C:27]([OH:29])=[O:28])[CH3:25])([CH3:21])([CH3:20])[CH3:19].C1(C)C=CC=CC=1P(C1C=CC=CC=1C)C1C=CC=CC=1C.C1(CNCC2CCCCC2)CCCCC1. (3) Given the product [NH2:1][CH:4]1[C:16]2[C:8](=[CH:9][CH:10]=[C:11]3[C:15]=2[N:14]([CH2:17][C@@H:18]([NH2:20])[CH3:19])[N:13]=[CH:12]3)[O:7][CH2:6][CH:5]1[OH:33], predict the reactants needed to synthesize it. The reactants are: [N:1]([CH:4]1[C:16]2[C:8](=[CH:9][CH:10]=[C:11]3[C:15]=2[N:14]([CH2:17][C@@H:18]([NH:20]C(=O)OCC2C=CC=CC=2)[CH3:19])[N:13]=[CH:12]3)[O:7][CH2:6][CH:5]1Br)=[N+]=[N-].C[OH:33]. (4) Given the product [C:35]([N:21]1[CH2:22][CH2:23][CH:18]([N:13]2[CH2:12][C:11]3[C:15](=[CH:16][CH:17]=[C:9]([NH:8][C:5]4[N:4]=[C:3]([NH:24][C@@H:25]5[CH2:30][CH2:29][CH2:28][N:27]([C:31](=[O:34])[CH:32]=[CH2:33])[CH2:26]5)[C:2]([F:1])=[CH:7][N:6]=4)[CH:10]=3)[CH2:14]2)[CH2:19][CH2:20]1)(=[O:37])[CH3:36], predict the reactants needed to synthesize it. The reactants are: [F:1][C:2]1[C:3]([NH:24][C@@H:25]2[CH2:30][CH2:29][CH2:28][N:27]([C:31](=[O:34])[CH:32]=[CH2:33])[CH2:26]2)=[N:4][C:5]([NH:8][C:9]2[CH:10]=[C:11]3[C:15](=[CH:16][CH:17]=2)[CH2:14][N:13]([CH:18]2[CH2:23][CH2:22][NH:21][CH2:20][CH2:19]2)[CH2:12]3)=[N:6][CH:7]=1.[C:35](Cl)(=[O:37])[CH3:36].